This data is from Full USPTO retrosynthesis dataset with 1.9M reactions from patents (1976-2016). The task is: Predict the reactants needed to synthesize the given product. (1) Given the product [ClH:52].[ClH:52].[CH3:1][C:2]1[CH:7]=[CH:6][N:5]=[CH:4][C:3]=1[C:8]1[C:9](=[O:19])[NH:10][C:11](=[O:18])[N:12]([CH2:14][CH2:15][CH2:16][N:30]2[CH2:31][C@H:32]3[C@:28]([C:25]4[CH:24]=[CH:23][C:22]([C:21]([F:20])([F:35])[F:34])=[CH:27][CH:26]=4)([CH2:33]3)[CH2:29]2)[CH:13]=1, predict the reactants needed to synthesize it. The reactants are: [CH3:1][C:2]1[CH:7]=[CH:6][N:5]=[CH:4][C:3]=1[C:8]1[C:9](=[O:19])[NH:10][C:11](=[O:18])[N:12]([CH2:14][CH2:15][CH:16]=O)[CH:13]=1.[F:20][C:21]([F:35])([F:34])[C:22]1[CH:27]=[CH:26][C:25]([C@:28]23[CH2:33][C@H:32]2[CH2:31][NH:30][CH2:29]3)=[CH:24][CH:23]=1.[BH-](OC(C)=O)(OC(C)=O)OC(C)=O.[Na+].[OH-].[Na+].[Cl:52]C(Cl)C. (2) Given the product [Cl:4][C:5]1[CH:10]=[CH:9][C:8]([C:11]2[O:15][N:14]=[C:13]([C@@H:16]([NH:17][S@@:18]([C:20]([CH3:23])([CH3:22])[CH3:21])=[O:19])[CH3:1])[CH:12]=2)=[CH:7][CH:6]=1, predict the reactants needed to synthesize it. The reactants are: [CH3:1][Mg]Br.[Cl:4][C:5]1[CH:10]=[CH:9][C:8]([C:11]2[O:15][N:14]=[C:13](/[CH:16]=[N:17]/[S@@:18]([C:20]([CH3:23])([CH3:22])[CH3:21])=[O:19])[CH:12]=2)=[CH:7][CH:6]=1. (3) The reactants are: [CH3:1][C:2]1[CH:7]=[CH:6][C:5]([C:8]2[O:12][N:11]=[CH:10][C:9]=2[C:13]([OH:15])=O)=[CH:4][CH:3]=1.Cl.[CH3:17][C:18]1[CH:29]=[CH:28][C:21]([CH2:22][CH:23]2[CH2:27][CH2:26][NH:25][CH2:24]2)=[CH:20][CH:19]=1. Given the product [CH3:17][C:18]1[CH:19]=[CH:20][C:21]([CH2:22][CH:23]2[CH2:27][CH2:26][N:25]([C:13]([C:9]3[CH:10]=[N:11][O:12][C:8]=3[C:5]3[CH:4]=[CH:3][C:2]([CH3:1])=[CH:7][CH:6]=3)=[O:15])[CH2:24]2)=[CH:28][CH:29]=1, predict the reactants needed to synthesize it. (4) Given the product [F:1][C:2]1[C:7]([F:8])=[CH:6][C:5]([C:9]2[CH:10]=[CH:11][C:12]([O:15][CH2:18][C:19]3[C:27]4[O:26][N:25]=[C:24]([O:28][C:29]([C:30]5[CH:35]=[CH:34][CH:33]=[CH:32][CH:31]=5)([C:42]5[CH:43]=[CH:44][CH:45]=[CH:46][CH:47]=5)[C:36]5[CH:41]=[CH:40][CH:39]=[CH:38][CH:37]=5)[C:23]=4[CH:22]=[CH:21][CH:20]=3)=[CH:13][CH:14]=2)=[C:4]([CH3:16])[CH:3]=1, predict the reactants needed to synthesize it. The reactants are: [F:1][C:2]1[C:7]([F:8])=[CH:6][C:5]([C:9]2[CH:14]=[CH:13][C:12]([OH:15])=[CH:11][CH:10]=2)=[C:4]([CH3:16])[CH:3]=1.Br[CH2:18][C:19]1[C:27]2[O:26][N:25]=[C:24]([O:28][C:29]([C:42]3[CH:47]=[CH:46][CH:45]=[CH:44][CH:43]=3)([C:36]3[CH:41]=[CH:40][CH:39]=[CH:38][CH:37]=3)[C:30]3[CH:35]=[CH:34][CH:33]=[CH:32][CH:31]=3)[C:23]=2[CH:22]=[CH:21][CH:20]=1.C(=O)([O-])[O-].[K+].[K+]. (5) Given the product [Cl:1][C:2]1[CH:3]=[C:4]([CH:25]=[CH:26][C:27]=1[Cl:28])[O:5][C:6]1[CH:11]=[CH:10][CH:9]=[CH:8][C:7]=1[NH:12][S:13]([C:16]1[CH:17]=[CH:18][C:19]([C:20]([N:32]2[CH2:31][CH2:30][N:29]([CH2:35][CH2:36][N:37]3[CH2:38][CH2:39][O:40][CH2:41][CH2:42]3)[CH2:34][CH2:33]2)=[O:22])=[CH:23][CH:24]=1)(=[O:15])=[O:14], predict the reactants needed to synthesize it. The reactants are: [Cl:1][C:2]1[CH:3]=[C:4]([CH:25]=[CH:26][C:27]=1[Cl:28])[O:5][C:6]1[CH:11]=[CH:10][CH:9]=[CH:8][C:7]=1[NH:12][S:13]([C:16]1[CH:24]=[CH:23][C:19]([C:20]([OH:22])=O)=[CH:18][CH:17]=1)(=[O:15])=[O:14].[N:29]1([CH2:35][CH2:36][N:37]2[CH2:42][CH2:41][O:40][CH2:39][CH2:38]2)[CH2:34][CH2:33][NH:32][CH2:31][CH2:30]1. (6) Given the product [C:7]([CH:3]1[O:4][CH2:5][CH2:6][N:1]([C:17]([O:18][CH2:19][C:20]2[CH:25]=[CH:24][CH:23]=[CH:22][CH:21]=2)=[O:26])[CH2:2]1)(=[O:9])[CH3:8], predict the reactants needed to synthesize it. The reactants are: [NH:1]1[CH2:6][CH2:5][O:4][CH:3]([C:7](=[O:9])[CH3:8])[CH2:2]1.C(N(CC)CC)C.[C:17](Cl)(=[O:26])[O:18][CH2:19][C:20]1[CH:25]=[CH:24][CH:23]=[CH:22][CH:21]=1.O. (7) Given the product [CH3:20][C:19]1([CH3:21])[O:14][C@H:11]([CH2:10][O:9][C:8]2[CH:15]=[CH:16][C:5]([CH2:4][CH2:3][CH2:2][OH:1])=[CH:6][CH:7]=2)[CH2:12][O:13]1, predict the reactants needed to synthesize it. The reactants are: [OH:1][CH2:2][CH2:3][CH2:4][C:5]1[CH:16]=[CH:15][C:8]([O:9][CH2:10][C@@H:11]([OH:14])[CH2:12][OH:13])=[CH:7][CH:6]=1.CO[C:19](OC)([CH3:21])[CH3:20].C1(C)C=CC(S([O-])(=O)=O)=CC=1.[NH+]1C=CC=CC=1. (8) The reactants are: [CH2:1]([NH2:7])[CH2:2][CH2:3][CH2:4][CH2:5][CH3:6].[CH3:8][C:9]1[CH:14]=[CH:13][C:12]([C:15]2[N:16]=[C:17]([C:28](O)=[O:29])[N:18]([CH3:27])[C:19]=2[C:20]2[CH:25]=[CH:24][C:23]([CH3:26])=[CH:22][CH:21]=2)=[CH:11][CH:10]=1. Given the product [CH2:1]([NH:7][C:28]([C:17]1[N:18]([CH3:27])[C:19]([C:20]2[CH:25]=[CH:24][C:23]([CH3:26])=[CH:22][CH:21]=2)=[C:15]([C:12]2[CH:11]=[CH:10][C:9]([CH3:8])=[CH:14][CH:13]=2)[N:16]=1)=[O:29])[CH2:2][CH2:3][CH2:4][CH2:5][CH3:6], predict the reactants needed to synthesize it. (9) Given the product [NH2:16][C:12]1[CH:11]=[C:10]([Cl:17])[N:9]=[C:8]([C:6]([OH:5])=[O:7])[C:13]=1[CH:14]=[O:1], predict the reactants needed to synthesize it. The reactants are: [O:1]=[O+][O-].C[O:5][C:6]([C:8]1[C:13]([CH:14]=C)=[C:12]([NH2:16])[CH:11]=[C:10]([Cl:17])[N:9]=1)=[O:7].CSC. (10) The reactants are: Cl[C:2]1[CH:10]=[CH:9][C:5]([C:6]([NH2:8])=[O:7])=[CH:4][N:3]=1.[NH:11]1[CH2:15][CH2:14][CH:13]([OH:16])[CH2:12]1.C([O-])([O-])=O.[K+].[K+]. Given the product [OH:16][CH:13]1[CH2:14][CH2:15][N:11]([C:2]2[CH:10]=[CH:9][C:5]([C:6]([NH2:8])=[O:7])=[CH:4][N:3]=2)[CH2:12]1, predict the reactants needed to synthesize it.